From a dataset of Catalyst prediction with 721,799 reactions and 888 catalyst types from USPTO. Predict which catalyst facilitates the given reaction. Reactant: [N:1]([O-])=O.[Na+].[F:5][C:6]1[CH:7]=[C:8]([NH2:13])[C:9]([NH2:12])=[CH:10][CH:11]=1. Product: [F:5][C:6]1[CH:11]=[CH:10][C:9]2[NH:12][N:1]=[N:13][C:8]=2[CH:7]=1. The catalyst class is: 211.